Dataset: Full USPTO retrosynthesis dataset with 1.9M reactions from patents (1976-2016). Task: Predict the reactants needed to synthesize the given product. (1) Given the product [CH3:23][CH:24]1[CH2:28][CH2:27][CH2:26][N:25]1[CH2:2][CH2:3][CH2:4][O:5][C:6]1[CH:11]=[CH:10][C:9]([C:12](=[S:14])[NH2:13])=[CH:8][CH:7]=1, predict the reactants needed to synthesize it. The reactants are: Cl[CH2:2][CH2:3][CH2:4][O:5][C:6]1[CH:11]=[CH:10][C:9]([C:12](=[S:14])[NH2:13])=[CH:8][CH:7]=1.C(=O)([O-])[O-].[K+].[K+].[I-].[Na+].[CH3:23][CH:24]1[CH2:28][CH2:27][CH2:26][NH:25]1. (2) Given the product [CH3:14][C:12]([S:11]([C:10]1[CH:9]=[CH:8][CH:7]=[C:6]([F:16])[C:5]=1[C:4]([NH:3][CH2:1][CH3:2])=[O:17])(=[O:18])=[O:33])([CH3:13])[CH3:15], predict the reactants needed to synthesize it. The reactants are: [CH2:1]([NH:3][C:4](=[O:17])[C:5]1[C:10]([S:11][C:12]([CH3:15])([CH3:14])[CH3:13])=[CH:9][CH:8]=[CH:7][C:6]=1[F:16])[CH3:2].[OH:18]OS([O-])=O.[K+].S(S([O-])=O)([O-])(=O)=O.[Na+].[Na+].[OH2:33].